Dataset: Full USPTO retrosynthesis dataset with 1.9M reactions from patents (1976-2016). Task: Predict the reactants needed to synthesize the given product. (1) Given the product [F:1][C:2]1[CH:7]=[CH:6][C:5]2[N:8]=[C:26]([C@@H:25]([NH2:24])[CH2:29][O:30][CH3:31])[N:9]([C:10]3[CH:15]=[CH:14][CH:13]=[CH:12][CH:11]=3)[C:4]=2[C:3]=1[CH3:16], predict the reactants needed to synthesize it. The reactants are: [F:1][C:2]1[C:3]([CH3:16])=[C:4]([NH:9][C:10]2[CH:15]=[CH:14][CH:13]=[CH:12][CH:11]=2)[C:5]([NH2:8])=[CH:6][CH:7]=1.C(OC([NH:24][C@@H:25]([CH2:29][O:30][CH3:31])[C:26](O)=O)=O)(C)(C)C.C1C=NC2N(O)N=NC=2C=1.CN1CCOCC1.Cl.CN(C)CCCN=C=NCC. (2) Given the product [CH3:26][O:25][C:22]1[CH:23]=[C:24]2[C:19](=[CH:20][C:21]=1[O:27][CH3:28])[N:18]=[CH:17][CH:16]=[C:15]2[O:1][C:2]1[CH:3]=[C:4]2[C:9](=[CH:10][CH:11]=1)[O:8][C:7](=[O:12])[CH:6]=[C:5]2[CH3:13], predict the reactants needed to synthesize it. The reactants are: [OH:1][C:2]1[CH:3]=[C:4]2[C:9](=[CH:10][CH:11]=1)[O:8][C:7](=[O:12])[CH:6]=[C:5]2[CH3:13].Cl[C:15]1[C:24]2[C:19](=[CH:20][C:21]([O:27][CH3:28])=[C:22]([O:25][CH3:26])[CH:23]=2)[N:18]=[CH:17][CH:16]=1.O. (3) The reactants are: [O:1]1[CH:5]=[CH:4][CH:3]=[C:2]1[C:6]1[C:11](I)=[CH:10][N:9]=[C:8]([NH2:13])[N:7]=1.[C:14](#[N:17])[CH:15]=[CH2:16].C(=O)([O-])[O-].[Cs+].[Cs+]. Given the product [NH2:13][C:8]1[N:7]=[C:6]([C:2]2[O:1][CH:5]=[CH:4][CH:3]=2)[C:11](/[CH:16]=[CH:15]/[C:14]#[N:17])=[CH:10][N:9]=1, predict the reactants needed to synthesize it. (4) Given the product [CH3:1][O:2][C:3]1[CH:8]=[CH:7][C:6]([CH:9]=[CH:10][C:11](=[O:13])[CH:12]=[CH:17][C:18]2[CH:23]=[CH:22][CH:21]=[CH:20][CH:19]=2)=[CH:5][CH:4]=1, predict the reactants needed to synthesize it. The reactants are: [CH3:1][O:2][C:3]1[CH:8]=[CH:7][C:6]([CH:9]=[CH:10][C:11](=[O:13])[CH3:12])=[CH:5][CH:4]=1.[OH-].[Na+].O.[CH:17](=O)[C:18]1[CH:23]=[CH:22][CH:21]=[CH:20][CH:19]=1. (5) Given the product [CH2:28]([O:1][C:2]1[C:3]([O:20][CH3:21])=[C:4]([C:10]2[CH:11]=[C:12]3[C:16](=[CH:17][CH:18]=2)[C:15](=[O:19])[O:14][CH2:13]3)[CH:5]=[CH:6][C:7]=1[O:8][CH3:9])[CH:29]([CH3:31])[CH3:30], predict the reactants needed to synthesize it. The reactants are: [OH:1][C:2]1[C:3]([O:20][CH3:21])=[C:4]([C:10]2[CH:11]=[C:12]3[C:16](=[CH:17][CH:18]=2)[C:15](=[O:19])[O:14][CH2:13]3)[CH:5]=[CH:6][C:7]=1[O:8][CH3:9].C(=O)([O-])[O-].[K+].[K+].[CH2:28](Br)[CH:29]([CH3:31])[CH3:30]. (6) Given the product [N:12]1([CH2:11][C:9]2[NH:8][C:7]3[CH:17]=[CH:18][C:4]([NH2:1])=[CH:5][C:6]=3[N:10]=2)[CH2:16][CH2:15][CH2:14][CH2:13]1, predict the reactants needed to synthesize it. The reactants are: [N+:1]([C:4]1[CH:18]=[CH:17][C:7]2[NH:8][C:9]([CH2:11][N:12]3[CH2:16][CH2:15][CH2:14][CH2:13]3)=[N:10][C:6]=2[CH:5]=1)([O-])=O. (7) Given the product [CH3:31][C:32]([CH3:64])([CH2:38][C:39]1[S:40][C:41]([C:44]2[CH:49]=[CH:48][C:47]([NH:50][C:51]([NH:53][C:54]3[CH:59]=[CH:58][CH:57]=[C:56]([C:60]([F:62])([F:61])[F:63])[CH:55]=3)=[O:52])=[CH:46][CH:45]=2)=[CH:42][N:43]=1)[CH2:33][C:34]([OH:36])=[O:35], predict the reactants needed to synthesize it. The reactants are: FC(F)(F)C1C=C(NC(=O)NC2C=CC(C3SC(CCC(O)=O)=NC=3)=CC=2)C=CC=1.[CH3:31][C:32]([CH3:64])([CH2:38][C:39]1[S:40][C:41]([C:44]2[CH:49]=[CH:48][C:47]([NH:50][C:51]([NH:53][C:54]3[CH:59]=[CH:58][CH:57]=[C:56]([C:60]([F:63])([F:62])[F:61])[CH:55]=3)=[O:52])=[CH:46][CH:45]=2)=[CH:42][N:43]=1)[CH2:33][C:34]([O:36]C)=[O:35].